Dataset: NCI-60 drug combinations with 297,098 pairs across 59 cell lines. Task: Regression. Given two drug SMILES strings and cell line genomic features, predict the synergy score measuring deviation from expected non-interaction effect. Drug 1: CC1=CC2C(CCC3(C2CCC3(C(=O)C)OC(=O)C)C)C4(C1=CC(=O)CC4)C. Drug 2: C(=O)(N)NO. Cell line: HCT-15. Synergy scores: CSS=-1.49, Synergy_ZIP=1.66, Synergy_Bliss=2.05, Synergy_Loewe=-1.32, Synergy_HSA=-0.476.